Dataset: Full USPTO retrosynthesis dataset with 1.9M reactions from patents (1976-2016). Task: Predict the reactants needed to synthesize the given product. (1) Given the product [F:27][C:28]1[CH:29]=[CH:30][C:31]([CH2:32][N:33]2[C:37](=[O:38])[N:36]([C:39]3[S:40][C:41]([C:45]([NH:57][CH2:56][C:54]4[N:53]=[CH:52][N:51]([CH3:50])[CH:55]=4)=[O:46])=[C:42]([CH3:44])[N:43]=3)[CH:35]=[N:34]2)=[CH:48][CH:49]=1, predict the reactants needed to synthesize it. The reactants are: CC1N=C(N2C(=O)N(CC3C=CC(C(F)(F)F)=CC=3)N=C2)SC=1C(O)=O.[F:27][C:28]1[CH:49]=[CH:48][C:31]([CH2:32][N:33]2[C:37](=[O:38])[N:36]([C:39]3[S:40][C:41]([C:45](O)=[O:46])=[C:42]([CH3:44])[N:43]=3)[CH:35]=[N:34]2)=[CH:30][CH:29]=1.[CH3:50][N:51]1[CH:55]=[C:54]([CH2:56][NH2:57])[N:53]=[CH:52]1. (2) Given the product [C:37]([OH:46])(=[O:45])[C@@H:38]([C@H:40]([C:42]([OH:44])=[O:43])[OH:41])[OH:39].[CH:1]1([NH:4][C:5](=[O:36])[C:6]2[CH:11]=[C:10]([N:12]3[CH:17]=[CH:16][N:15]=[C:14]([NH:18][C:19]4([C:22]5[CH:27]=[CH:26][CH:25]=[CH:24][C:23]=5[O:28][CH2:29][CH2:30][NH:31][CH3:32])[CH2:21][CH2:20]4)[C:13]3=[O:33])[C:9]([CH3:34])=[C:8]([F:35])[CH:7]=2)[CH2:3][CH2:2]1, predict the reactants needed to synthesize it. The reactants are: [CH:1]1([NH:4][C:5](=[O:36])[C:6]2[CH:11]=[C:10]([N:12]3[CH:17]=[CH:16][N:15]=[C:14]([NH:18][C:19]4([C:22]5[CH:27]=[CH:26][CH:25]=[CH:24][C:23]=5[O:28][CH2:29][CH2:30][NH:31][CH3:32])[CH2:21][CH2:20]4)[C:13]3=[O:33])[C:9]([CH3:34])=[C:8]([F:35])[CH:7]=2)[CH2:3][CH2:2]1.[C:37]([OH:46])(=[O:45])[C@@H:38]([C@H:40]([C:42]([OH:44])=[O:43])[OH:41])[OH:39]. (3) Given the product [C:1]1([C:13]2[C:14](=[O:15])[NH:31][C:29](=[O:30])[C:28]=2[C:21]2[C:22]3[C:27](=[CH:26][CH:25]=[CH:24][CH:23]=3)[NH:19][CH:20]=2)[C:11]2=[C:12]3[C:7](=[CH:8][CH:9]=[CH:10]2)[CH2:6][CH2:5][CH2:4][N:3]3[CH:2]=1, predict the reactants needed to synthesize it. The reactants are: [C:1]1([C:13](=O)[C:14](OC)=[O:15])[C:11]2=[C:12]3[C:7](=[CH:8][CH:9]=[CH:10]2)[CH2:6][CH2:5][CH2:4][N:3]3[CH:2]=1.[NH:19]1[C:27]2[C:22](=[CH:23][CH:24]=[CH:25][CH:26]=2)[C:21]([CH2:28][C:29]([NH2:31])=[O:30])=[CH:20]1. (4) The reactants are: [N:1]([CH:4]([C:6]1[C:7](O)=[C:8]2[N:13]([C:14]=1[C:15]1[CH:20]=[CH:19][CH:18]=[CH:17][CH:16]=1)[CH:12]=[CH:11][CH:10]=[CH:9]2)[CH3:5])=[N+]=[N-].C1C=CC(P(C2C=CC=CC=2)C2C=CC=CC=2)=CC=1.O. Given the product [C:15]1([C:14]2[N:13]3[C:8]([CH:9]=[CH:10][CH:11]=[CH:12]3)=[CH:7][C:6]=2[CH:4]([NH2:1])[CH3:5])[CH:16]=[CH:17][CH:18]=[CH:19][CH:20]=1, predict the reactants needed to synthesize it. (5) Given the product [CH3:15][O:16][C:6](=[O:8])[CH2:7][C:3]1([CH2:4][OH:5])[CH2:1][CH2:2]1, predict the reactants needed to synthesize it. The reactants are: [CH2:1]1[C:3]2([CH2:7][C:6](=[O:8])[O:5][CH2:4]2)[CH2:2]1.CN(C)C(=O)C.[CH3:15][O-:16].[Na+].[Cl-].[NH4+]. (6) Given the product [F:48][C:44]1([F:47])[CH2:45][CH2:46][CH:41]([C@H:13]([NH:12][C:10](=[O:11])[C@H:9]([CH2:49][OH:50])[NH:7][CH3:6])[C:14]([N:16]2[C@H:21]([C:22]([NH:23][C@H:24]3[C:33]4[C:28](=[CH:29][CH:30]=[CH:31][CH:32]=4)[O:27][CH2:26][CH2:25]3)=[O:34])[CH2:20][N:19]3[CH2:35][C@H:36]([O:38][CH2:39][CH3:40])[CH2:37][C@@H:18]3[CH2:17]2)=[O:15])[CH2:42][CH2:43]1, predict the reactants needed to synthesize it. The reactants are: C(O[C:6](=O)[N:7]([C@@H:9]([CH2:49][OH:50])[C:10]([NH:12][C@@H:13]([CH:41]1[CH2:46][CH2:45][C:44]([F:48])([F:47])[CH2:43][CH2:42]1)[C:14]([N:16]1[C@H:21]([C:22](=[O:34])[NH:23][C@H:24]2[C:33]3[C:28](=[CH:29][CH:30]=[CH:31][CH:32]=3)[O:27][CH2:26][CH2:25]2)[CH2:20][N:19]2[CH2:35][C@H:36]([O:38][CH2:39][CH3:40])[CH2:37][C@@H:18]2[CH2:17]1)=[O:15])=[O:11])C)(C)(C)C. (7) The reactants are: [Cl:1][C:2]1[CH:3]=[C:4]([C:8]#[C:9][CH:10]([N:13]2[CH2:18][CH2:17][NH:16][CH2:15][CH2:14]2)[CH2:11][CH3:12])[CH:5]=[CH:6][CH:7]=1.C(N(CC)CC)C.Cl[C:27]([O:29][CH2:30][CH:31]([CH3:33])[CH3:32])=[O:28]. Given the product [CH2:30]([O:29][C:27]([N:16]1[CH2:15][CH2:14][N:13]([CH:10]([CH2:11][CH3:12])[C:9]#[C:8][C:4]2[CH:5]=[CH:6][CH:7]=[C:2]([Cl:1])[CH:3]=2)[CH2:18][CH2:17]1)=[O:28])[CH:31]([CH3:33])[CH3:32], predict the reactants needed to synthesize it.